From a dataset of Forward reaction prediction with 1.9M reactions from USPTO patents (1976-2016). Predict the product of the given reaction. (1) Given the reactants [CH3:1][O:2][C:3]1[CH:35]=[CH:34][C:6]([CH2:7][N:8]2[CH2:13][CH2:12][N:11]([C:14]3[CH:19]=[CH:18][C:17]([C:20](=[O:33])/[CH:21]=[CH:22]/[C:23]4[CH:28]=[CH:27][C:26]([O:29][CH2:30][C:31]#[CH:32])=[CH:25][CH:24]=4)=[CH:16][CH:15]=3)[CH2:10][CH2:9]2)=[CH:5][CH:4]=1.[N:36]([CH2:39][C:40]([C:48]1[CH:53]=[CH:52][C:51]([F:54])=[CH:50][C:49]=1[F:55])([OH:47])[CH2:41][N:42]1[CH:46]=[N:45][CH:44]=[N:43]1)=[N+:37]=[N-:38].O=C1O[C@H]([C@H](CO)O)C([O-])=C1O.[Na+], predict the reaction product. The product is: [F:55][C:49]1[CH:50]=[C:51]([F:54])[CH:52]=[CH:53][C:48]=1[C:40]([OH:47])([CH2:41][N:42]1[CH:46]=[N:45][CH:44]=[N:43]1)[CH2:39][N:36]1[CH:32]=[C:31]([CH2:30][O:29][C:26]2[CH:25]=[CH:24][C:23](/[CH:22]=[CH:21]\[C:20]([C:17]3[CH:18]=[CH:19][C:14]([N:11]4[CH2:12][CH2:13][N:8]([CH2:7][C:6]5[CH:5]=[CH:4][C:3]([O:2][CH3:1])=[CH:35][CH:34]=5)[CH2:9][CH2:10]4)=[CH:15][CH:16]=3)=[O:33])=[CH:28][CH:27]=2)[N:38]=[N:37]1. (2) Given the reactants [CH:1]1([O:5][C:6]2[C:15]([C:16]3[CH:17]=[N:18][NH:19][CH:20]=3)=[CH:14][CH:13]=[C:12]3[C:7]=2[CH2:8][CH2:9][C@H:10]([CH3:25])[N:11]3[C:21]([O:23][CH3:24])=[O:22])[CH2:4][CH2:3][CH2:2]1.CN(C)C=O.[H-].[Na+].CS(O[CH:38]1[CH2:43][CH2:42][N:41](C(OC(C)(C)C)=O)[C:40](=[O:51])[CH2:39]1)(=O)=O, predict the reaction product. The product is: [CH:1]1([O:5][C:6]2[C:15]([C:16]3[CH:20]=[N:19][N:18]([CH:38]4[CH2:43][CH2:42][NH:41][C:40](=[O:51])[CH2:39]4)[CH:17]=3)=[CH:14][CH:13]=[C:12]3[C:7]=2[CH2:8][CH2:9][C@H:10]([CH3:25])[N:11]3[C:21]([O:23][CH3:24])=[O:22])[CH2:2][CH2:3][CH2:4]1. (3) The product is: [CH3:1][C@H:2]1[CH2:7][C:6](=[O:8])[CH2:5][C@@H:4]([CH3:9])[O:3]1. Given the reactants [CH3:1][C:2]1[O:3][C:4]([CH3:9])=[CH:5][C:6](=[O:8])[CH:7]=1, predict the reaction product.